Dataset: Reaction yield outcomes from USPTO patents with 853,638 reactions. Task: Predict the reaction yield, written as a fraction of the theoretical maximum amount of product (1.0 means a 100% yield; for example, 0.34 means a 34% yield). (1) The reactants are [C:1]1([C:7]2[N:8]=[CH:9][NH:10][C:11]=2[CH2:12][OH:13])[CH:6]=[CH:5][CH:4]=[CH:3][CH:2]=1. The catalyst is [O-2].[O-2].[Mn+4]. The product is [C:1]1([C:7]2[N:8]=[CH:9][NH:10][C:11]=2[CH:12]=[O:13])[CH:2]=[CH:3][CH:4]=[CH:5][CH:6]=1. The yield is 1.36. (2) The reactants are [CH2:1]([O:3][C:4]([C:6]1([NH:11][C:12]([CH:14]2[CH2:18][CH:17]([O:19][C:20]3[CH:25]=[C:24]([C:26]([CH3:29])([CH3:28])[CH3:27])[N:23]=[C:22]([O:30][CH3:31])[N:21]=3)[CH2:16][CH:15]2[C:32](=[O:41])[N:33]([CH2:35][CH2:36][CH2:37][CH2:38][CH:39]=C)[CH3:34])=[O:13])[CH2:8][CH:7]1[CH:9]=C)=[O:5])[CH3:2]. The catalyst is CC1C=C(C)C(N2C(=[Ru](Cl)(Cl)=CC3C=CC=CC=3OC(C)C)N(C3C(C)=CC(C)=CC=3C)CC2)=C(C)C=1. The product is [CH2:1]([O:3][C:4]([C:6]12[CH2:8][CH:7]1[CH:9]=[CH:39][CH2:38][CH2:37][CH2:36][CH2:35][N:33]([CH3:34])[C:32](=[O:41])[CH:15]1[CH:14]([CH2:18][CH:17]([O:19][C:20]3[CH:25]=[C:24]([C:26]([CH3:28])([CH3:29])[CH3:27])[N:23]=[C:22]([O:30][CH3:31])[N:21]=3)[CH2:16]1)[C:12](=[O:13])[NH:11]2)=[O:5])[CH3:2]. The yield is 0.740. (3) The reactants are Br[C:2]1[CH:7]=[CH:6][C:5]([NH:8][N:9]2[C:17](=[O:18])[C:16]3[C:11](=[CH:12][CH:13]=[CH:14][CH:15]=3)[C:10]2=[O:19])=[CH:4][CH:3]=1.C([O-])([O-])=O.[K+].[K+].CO[CH2:28][CH2:29]OC. The catalyst is O.C1C=CC([P]([Pd]([P](C2C=CC=CC=2)(C2C=CC=CC=2)C2C=CC=CC=2)([P](C2C=CC=CC=2)(C2C=CC=CC=2)C2C=CC=CC=2)[P](C2C=CC=CC=2)(C2C=CC=CC=2)C2C=CC=CC=2)(C2C=CC=CC=2)C2C=CC=CC=2)=CC=1. The product is [CH:28]([C:2]1[CH:7]=[CH:6][C:5]([NH:8][N:9]2[C:17](=[O:18])[C:16]3[C:11](=[CH:12][CH:13]=[CH:14][CH:15]=3)[C:10]2=[O:19])=[CH:4][CH:3]=1)=[CH2:29]. The yield is 0.130. (4) The reactants are C(=O)([O-])[O-].[K+].[K+].[Si:7]([O:14][C@@H:15]1[N:21]([C:22]([O:24][CH2:25][CH:26]=[CH2:27])=[O:23])[C:20]2[CH:28]=[C:29]([O:34][CH2:35][CH2:36][CH2:37][CH2:38][CH2:39]I)[C:30]([O:32][CH3:33])=[CH:31][C:19]=2[C:18](=[O:41])[N:17]2[CH:42]=[C:43]([CH3:45])[CH2:44][C@@H:16]12)([C:10]([CH3:13])([CH3:12])[CH3:11])([CH3:9])[CH3:8].[Si:46]([O:53][C@@H:54]1[N:60]([C:61]([O:63][CH2:64][C:65]2[CH:70]=[CH:69][C:68]([NH:71][NH:72][CH:73]([CH3:89])[C:74]([NH:76][CH:77]([CH:86]([CH3:88])[CH3:87])[C:78](=[O:85])[C:79]([O:81][CH2:82][CH:83]=[CH2:84])=[O:80])=[O:75])=[CH:67][CH:66]=2)=[O:62])[C:59]2[CH:90]=[C:91]([OH:96])[C:92]([O:94][CH3:95])=[CH:93][C:58]=2[C:57](=[O:97])[N:56]2[CH:98]=[C:99]([CH3:101])[CH2:100][C@@H:55]12)([C:49]([CH3:52])([CH3:51])[CH3:50])([CH3:48])[CH3:47]. The catalyst is CC(C)=O. The product is [CH2:82]([O:81][C:79](=[O:80])[C:78](=[O:85])[CH:77]([NH:76][C:74](=[O:75])[CH:73]([NH:72][NH:71][C:68]1[CH:67]=[CH:66][C:65]([CH2:64][O:63][C:61]([N:60]2[C:59]3[CH:90]=[C:91]([O:96][CH2:39][CH2:38][CH2:37][CH2:36][CH2:35][O:34][C:29]4[C:30]([O:32][CH3:33])=[CH:31][C:19]5[C:18](=[O:41])[N:17]6[CH:42]=[C:43]([CH3:45])[CH2:44][CH:16]6[C@H:15]([O:14][Si:7]([C:10]([CH3:13])([CH3:12])[CH3:11])([CH3:9])[CH3:8])[N:21]([C:22]([O:24][CH2:25][CH:26]=[CH2:27])=[O:23])[C:20]=5[CH:28]=4)[C:92]([O:94][CH3:95])=[CH:93][C:58]=3[C:57](=[O:97])[N:56]3[CH:98]=[C:99]([CH3:101])[CH2:100][CH:55]3[C@@H:54]2[O:53][Si:46]([C:49]([CH3:52])([CH3:51])[CH3:50])([CH3:47])[CH3:48])=[O:62])=[CH:70][CH:69]=1)[CH3:89])[CH:86]([CH3:87])[CH3:88])[CH:83]=[CH2:84]. The yield is 0.570. (5) The reactants are [OH:1][CH2:2][CH2:3][CH2:4][CH2:5][CH2:6][S:7]([NH:10][CH3:11])(=[O:9])=[O:8].C(N(CC)CC)C.[C:19]1([CH3:29])[CH:24]=[CH:23][C:22]([S:25](Cl)(=[O:27])=[O:26])=[CH:21][CH:20]=1. The catalyst is C1COCC1. The product is [CH3:29][C:19]1[CH:24]=[CH:23][C:22]([S:25]([O:1][CH2:2][CH2:3][CH2:4][CH2:5][CH2:6][S:7](=[O:9])(=[O:8])[NH:10][CH3:11])(=[O:27])=[O:26])=[CH:21][CH:20]=1. The yield is 0.410. (6) The reactants are [NH2:1][CH2:2][C:3]([N:5]1[CH2:9][C@H:8]([NH:10][C:11](=[O:18])[C:12]2[CH:17]=[CH:16][CH:15]=[CH:14][CH:13]=2)[CH2:7][C@H:6]1[C:19]([OH:21])=[O:20])=[O:4].C(N(CC)CC)C.[C:29](OC(=O)C)(=[O:31])[CH3:30]. The catalyst is CC(C)=O. The product is [C:29]([NH:1][CH2:2][C:3]([N:5]1[CH2:9][C@H:8]([NH:10][C:11](=[O:18])[C:12]2[CH:13]=[CH:14][CH:15]=[CH:16][CH:17]=2)[CH2:7][C@H:6]1[C:19]([OH:21])=[O:20])=[O:4])(=[O:31])[CH3:30]. The yield is 0.350.